Task: Regression. Given a peptide amino acid sequence and an MHC pseudo amino acid sequence, predict their binding affinity value. This is MHC class II binding data.. Dataset: Peptide-MHC class II binding affinity with 134,281 pairs from IEDB (1) The peptide sequence is MATTLPVQRHPRSLFPEFSE. The MHC is DRB1_1501 with pseudo-sequence DRB1_1501. The binding affinity (normalized) is 0.0759. (2) The peptide sequence is EVLYLKPLAGVYRSLKKQLE. The MHC is DRB1_0101 with pseudo-sequence DRB1_0101. The binding affinity (normalized) is 0.0747.